From a dataset of Full USPTO retrosynthesis dataset with 1.9M reactions from patents (1976-2016). Predict the reactants needed to synthesize the given product. (1) Given the product [Cl:16][C:12]1[CH:11]=[CH:10][C:9]([NH:8][C:4]2[N:3]=[C:2]([NH2:1])[CH:7]=[CH:6][N:5]=2)=[CH:14][C:13]=1[O:15][CH2:24][CH:25]=[C:26]([CH3:28])[CH3:27], predict the reactants needed to synthesize it. The reactants are: [NH2:1][C:2]1[CH:7]=[CH:6][N:5]=[C:4]([NH:8][C:9]2[CH:10]=[CH:11][C:12]([Cl:16])=[C:13]([OH:15])[CH:14]=2)[N:3]=1.C([O-])([O-])=O.[Cs+].[Cs+].Br[CH2:24][CH:25]=[C:26]([CH3:28])[CH3:27]. (2) Given the product [F:1][C@H:2]([CH2:12][CH2:13][C:14]1[S:15][C:16]([NH:19][C:20](=[O:28])[CH2:21][C:22]2[CH:27]=[CH:26][CH:25]=[CH:24][N:23]=2)=[N:17][N:18]=1)[CH2:3][N:4]1[CH:8]=[C:7]([C:9]([NH:65][CH2:64][C:60]2[CH:59]=[C:58]([C:57]([F:67])([F:56])[F:66])[CH:63]=[CH:62][N:61]=2)=[O:11])[N:6]=[N:5]1, predict the reactants needed to synthesize it. The reactants are: [F:1][C@H:2]([CH2:12][CH2:13][C:14]1[S:15][C:16]([NH:19][C:20](=[O:28])[CH2:21][C:22]2[CH:27]=[CH:26][CH:25]=[CH:24][N:23]=2)=[N:17][N:18]=1)[CH2:3][N:4]1[CH:8]=[C:7]([C:9]([O-:11])=O)[N:6]=[N:5]1.[Li+].CN(C(ON1N=NC2C=CC=NC1=2)=[N+](C)C)C.F[P-](F)(F)(F)(F)F.Cl.Cl.[F:56][C:57]([F:67])([F:66])[C:58]1[CH:63]=[CH:62][N:61]=[C:60]([CH2:64][NH2:65])[CH:59]=1.CCN(C(C)C)C(C)C. (3) Given the product [CH3:5][C:4]([Si:1]([CH3:3])([CH3:2])[O:13][CH2:9][C@H:10]([OH:12])[CH3:11])([CH3:7])[CH3:6], predict the reactants needed to synthesize it. The reactants are: [Si:1](Cl)([C:4]([CH3:7])([CH3:6])[CH3:5])([CH3:3])[CH3:2].[CH2:9]([OH:13])[C@H:10]([OH:12])[CH3:11].C(N(C(C)C)CC)(C)C. (4) Given the product [Cl:1][C:2]1[CH:3]=[C:4]([CH:5]=[CH:6][CH:7]=1)[CH2:8][O:9][C:11]1[CH:23]=[C:15]2[N:16]([CH3:22])[C:17]([CH3:21])([CH3:20])[CH2:18][CH2:19][N:14]2[C:13](=[O:24])[N:12]=1, predict the reactants needed to synthesize it. The reactants are: [Cl:1][C:2]1[CH:3]=[C:4]([CH2:8][OH:9])[CH:5]=[CH:6][CH:7]=1.Cl[C:11]1[CH:23]=[C:15]2[N:16]([CH3:22])[C:17]([CH3:21])([CH3:20])[CH2:18][CH2:19][N:14]2[C:13](=[O:24])[N:12]=1. (5) Given the product [C:1]([N:5]1[C:9]([C:10]2[CH:11]=[CH:12][CH:13]=[CH:14][CH:15]=2)=[CH:8][C:7]([CH:16]=[O:17])=[N:6]1)([CH3:4])([CH3:3])[CH3:2], predict the reactants needed to synthesize it. The reactants are: [C:1]([N:5]1[C:9]([C:10]2[CH:15]=[CH:14][CH:13]=[CH:12][CH:11]=2)=[CH:8][C:7]([C:16](OCC)=[O:17])=[N:6]1)([CH3:4])([CH3:3])[CH3:2].CC(OI1(OC(C)=O)(OC(C)=O)OC(=O)C2C=CC=CC1=2)=O. (6) Given the product [N:11]1([C:12]2([CH2:22][OH:23])[CH2:21][CH2:20][C:15]3([O:16][CH2:17][CH2:18][O:19]3)[CH2:14][CH2:13]2)[C:3]2=[C:4]3[S:10][CH:9]=[CH:8][C:5]3=[N:6][CH:7]=[C:2]2[N:1]=[CH:24]1, predict the reactants needed to synthesize it. The reactants are: [NH2:1][C:2]1[C:3]([NH:11][C:12]2([CH2:22][OH:23])[CH2:21][CH2:20][C:15]3([O:19][CH2:18][CH2:17][O:16]3)[CH2:14][CH2:13]2)=[C:4]2[S:10][CH:9]=[CH:8][C:5]2=[N:6][CH:7]=1.[CH:24]([O-])([O-])OCC.O.C1(C)C=CC(S(O)(=O)=O)=CC=1. (7) Given the product [CH:56]([C:59]1[CH:60]=[C:61]([C@@H:65]([NH:67][C:16]([C:14]2[CH:13]=[CH:12][C:11]3[N:7]([CH2:6][C:5]4[CH:20]=[CH:21][CH:22]=[C:3]([O:2][CH3:1])[CH:4]=4)[C:8]([CH3:19])=[N:9][C:10]=3[CH:15]=2)=[O:18])[CH3:66])[CH:62]=[CH:63][CH:64]=1)([CH3:58])[CH3:57], predict the reactants needed to synthesize it. The reactants are: [CH3:1][O:2][C:3]1[CH:4]=[C:5]([CH:20]=[CH:21][CH:22]=1)[CH2:6][N:7]1[C:11]2[CH:12]=[CH:13][C:14]([C:16]([OH:18])=O)=[CH:15][C:10]=2[N:9]=[C:8]1[CH3:19].CN(C(ON1N=NC2C=CC=NC1=2)=[N+](C)C)C.F[P-](F)(F)(F)(F)F.CCN(C(C)C)C(C)C.[CH:56]([C:59]1[CH:60]=[C:61]([C@@H:65]([NH2:67])[CH3:66])[CH:62]=[CH:63][CH:64]=1)([CH3:58])[CH3:57].